This data is from Forward reaction prediction with 1.9M reactions from USPTO patents (1976-2016). The task is: Predict the product of the given reaction. Given the reactants [C:1]([N:8]([CH3:42])[CH:9]1[CH2:14][CH2:13][CH:12]([N:15]([CH2:30][C:31]2[CH:32]=[C:33](B(O)O)[CH:34]=[CH:35][C:36]=2[O:37][CH3:38])[C:16]([C:18]2[S:22][C:21]3[C:23]([F:28])=[CH:24][CH:25]=[C:26]([F:27])[C:20]=3[C:19]=2[Cl:29])=[O:17])[CH2:11][CH2:10]1)([O:3][C:4]([CH3:7])([CH3:6])[CH3:5])=[O:2].Br[C:44]1[CH:51]=[CH:50][C:47]([CH:48]=[O:49])=[CH:46][CH:45]=1, predict the reaction product. The product is: [Cl:29][C:19]1[C:20]2[C:26]([F:27])=[CH:25][CH:24]=[C:23]([F:28])[C:21]=2[S:22][C:18]=1[C:16]([N:15]([CH2:30][C:31]1[CH:32]=[C:33]([C:44]2[CH:51]=[CH:50][C:47]([CH:48]=[O:49])=[CH:46][CH:45]=2)[CH:34]=[CH:35][C:36]=1[O:37][CH3:38])[CH:12]1[CH2:11][CH2:10][CH:9]([N:8]([CH3:42])[C:1](=[O:2])[O:3][C:4]([CH3:5])([CH3:7])[CH3:6])[CH2:14][CH2:13]1)=[O:17].